Dataset: Reaction yield outcomes from USPTO patents with 853,638 reactions. Task: Predict the reaction yield, written as a fraction of the theoretical maximum amount of product (1.0 means a 100% yield; for example, 0.34 means a 34% yield). (1) The reactants are Br[C:2]1[CH:3]=[C:4]([C:20]2[CH:25]=[CH:24][C:23]([C:26]([O:28][CH2:29][CH3:30])=[O:27])=[CH:22][CH:21]=2)[CH:5]=[CH:6][C:7]=1[O:8][CH2:9][CH2:10][CH2:11][O:12][Si:13]([C:16]([CH3:19])([CH3:18])[CH3:17])([CH3:15])[CH3:14].[CH2:31]([N:33]([CH2:43][CH3:44])[C:34]1[CH:39]=[CH:38][C:37](B(O)O)=[CH:36][CH:35]=1)[CH3:32]. The catalyst is C1C=CC([P]([Pd]([P](C2C=CC=CC=2)(C2C=CC=CC=2)C2C=CC=CC=2)([P](C2C=CC=CC=2)(C2C=CC=CC=2)C2C=CC=CC=2)[P](C2C=CC=CC=2)(C2C=CC=CC=2)C2C=CC=CC=2)(C2C=CC=CC=2)C2C=CC=CC=2)=CC=1. The product is [Si:13]([O:12][CH2:11][CH2:10][CH2:9][O:8][C:7]1[CH:6]=[CH:5][C:4]([C:20]2[CH:25]=[CH:24][C:23]([C:26]([O:28][CH2:29][CH3:30])=[O:27])=[CH:22][CH:21]=2)=[CH:3][C:2]=1[C:37]1[CH:38]=[CH:39][C:34]([N:33]([CH2:43][CH3:44])[CH2:31][CH3:32])=[CH:35][CH:36]=1)([C:16]([CH3:19])([CH3:18])[CH3:17])([CH3:15])[CH3:14]. The yield is 1.00. (2) The reactants are I[C:2]1[CH:3]=[C:4]([C:20]([NH:22][CH2:23][C:24]2[CH:29]=[CH:28][C:27]([S:30]([CH3:33])(=[O:32])=[O:31])=[CH:26][CH:25]=2)=[O:21])[C:5](=[O:19])[N:6]([C:9]2[CH:14]=[CH:13][CH:12]=[C:11]([C:15]([F:18])([F:17])[F:16])[CH:10]=2)[C:7]=1[CH3:8].[CH3:34][CH:35]([OH:38])[CH:36]=[CH2:37].C(N(CC)CC)C. The catalyst is C1C=CC(P(C2C=CC=CC=2)CCP(C2C=CC=CC=2)C2C=CC=CC=2)=CC=1.C1C=CC(P(C2C=CC=CC=2)CCP(C2C=CC=CC=2)C2C=CC=CC=2)=CC=1.[Pd].CN(C=O)C. The product is [CH3:8][C:7]1[N:6]([C:9]2[CH:14]=[CH:13][CH:12]=[C:11]([C:15]([F:16])([F:18])[F:17])[CH:10]=2)[C:5](=[O:19])[C:4]([C:20]([NH:22][CH2:23][C:24]2[CH:29]=[CH:28][C:27]([S:30]([CH3:33])(=[O:31])=[O:32])=[CH:26][CH:25]=2)=[O:21])=[CH:3][C:2]=1[CH2:37][CH2:36][C:35](=[O:38])[CH3:34]. The yield is 0.500.